From a dataset of Reaction yield outcomes from USPTO patents with 853,638 reactions. Predict the reaction yield, written as a fraction of the theoretical maximum amount of product (1.0 means a 100% yield; for example, 0.34 means a 34% yield). The reactants are [O:1]=[C:2]([NH:19][C:20]1[C:28]2[C:23](=[CH:24][CH:25]=[CH:26][C:27]=2[C:29]2[CH:34]=[CH:33][N:32]=[CH:31][CH:30]=2)[NH:22][N:21]=1)[CH2:3][C:4]([CH:6]1[CH2:11][CH2:10][N:9]([C:12]([O:14][C:15]([CH3:18])([CH3:17])[CH3:16])=[O:13])[CH2:8][CH2:7]1)=O.P([O-])([O-])([O-])=O.[K+].[K+].[K+]. The catalyst is COCC(O)C. The product is [O:1]=[C:2]1[CH:3]=[C:4]([CH:6]2[CH2:11][CH2:10][N:9]([C:12]([O:14][C:15]([CH3:18])([CH3:17])[CH3:16])=[O:13])[CH2:8][CH2:7]2)[N:21]2[N:22]=[C:23]3[C:28]([C:27]([C:29]4[CH:34]=[CH:33][N:32]=[CH:31][CH:30]=4)=[CH:26][CH:25]=[CH:24]3)=[C:20]2[NH:19]1. The yield is 0.670.